This data is from Forward reaction prediction with 1.9M reactions from USPTO patents (1976-2016). The task is: Predict the product of the given reaction. (1) Given the reactants [CH3:1][N:2]1[CH2:9][C@H:8]2[N:10]([C:11]([O:13][C:14]([CH3:17])([CH3:16])[CH3:15])=[O:12])[C@H:4]([CH2:5][C:6](OS(C(F)(F)F)(=O)=O)=[CH:7]2)[CH2:3]1.C(N(C(C)C)CC)(C)C.[CH3:35][OH:36].C1(P(C2C=CC=CC=2)C2C=CC=CC=2)C=CC=CC=1.CN([CH:59]=[O:60])C, predict the reaction product. The product is: [CH3:1][N:2]1[CH2:9][C@H:8]2[N:10]([C:11]([O:13][C:14]([CH3:17])([CH3:16])[CH3:15])=[O:12])[C@H:4]([CH2:5][C:6]([C:35]([O:60][CH3:59])=[O:36])=[CH:7]2)[CH2:3]1. (2) Given the reactants CN(C(ON1N=NC2C=CC=NC1=2)=[N+](C)C)C.F[P-](F)(F)(F)(F)F.[C:25]1([CH2:31][C:32]([OH:34])=O)[CH:30]=[CH:29][CH:28]=[CH:27][CH:26]=1.CCN(C(C)C)C(C)C.[NH:44]1[CH2:49][CH2:48][CH:47]([CH2:50][N:51]2[C:59]3[C:54](=[CH:55][C:56]([C:60]4[CH:61]=[N:62][N:63]([CH:65]5[CH2:70][CH2:69][CH2:68][CH2:67][O:66]5)[CH:64]=4)=[CH:57][CH:58]=3)[CH:53]=[CH:52]2)[CH2:46][CH2:45]1, predict the reaction product. The product is: [C:25]1([CH2:31][C:32]([N:44]2[CH2:49][CH2:48][CH:47]([CH2:50][N:51]3[C:59]4[C:54](=[CH:55][C:56]([C:60]5[CH:61]=[N:62][N:63]([CH:65]6[CH2:70][CH2:69][CH2:68][CH2:67][O:66]6)[CH:64]=5)=[CH:57][CH:58]=4)[CH:53]=[CH:52]3)[CH2:46][CH2:45]2)=[O:34])[CH:26]=[CH:27][CH:28]=[CH:29][CH:30]=1. (3) Given the reactants [N+:1]([C:4]1[C:8]2=[N:9][CH:10]=[CH:11][CH:12]=[C:7]2[NH:6][CH:5]=1)([O-])=O, predict the reaction product. The product is: [NH2:1][C:4]1[C:8]2=[N:9][CH:10]=[CH:11][CH:12]=[C:7]2[NH:6][CH:5]=1.